From a dataset of Catalyst prediction with 721,799 reactions and 888 catalyst types from USPTO. Predict which catalyst facilitates the given reaction. (1) Reactant: [CH3:1]C(C)([O-])C.[K+].[Br:7][C:8]1[CH:9]=[C:10]([CH:13]=[C:14]([Br:16])[CH:15]=1)[CH:11]=O.[Cl-].[NH4+]. Product: [Br:7][C:8]1[CH:9]=[C:10]([CH:13]=[C:14]([Br:16])[CH:15]=1)[CH:11]=[CH2:1]. The catalyst class is: 597. (2) Reactant: [Si]([O:8][CH2:9][C:10]1[N:15]=[C:14]([CH3:16])[C:13]([NH:17][C:18]([NH:20][CH2:21][C:22]2[N:26]([C:27]3[CH:32]=[CH:31][CH:30]=[C:29]([Cl:33])[CH:28]=3)[N:25]=[C:24]([C:34]([F:37])([F:36])[F:35])[CH:23]=2)=[O:19])=[CH:12][CH:11]=1)(C(C)(C)C)(C)C.Cl. Product: [Cl:33][C:29]1[CH:28]=[C:27]([N:26]2[C:22]([CH2:21][NH:20][C:18]([NH:17][C:13]3[C:14]([CH3:16])=[N:15][C:10]([CH2:9][OH:8])=[CH:11][CH:12]=3)=[O:19])=[CH:23][C:24]([C:34]([F:37])([F:35])[F:36])=[N:25]2)[CH:32]=[CH:31][CH:30]=1. The catalyst class is: 7. (3) Reactant: [OH:1][C:2]1[CH:7]=[CH:6][C:5]([CH2:8][CH2:9][CH2:10][OH:11])=[CH:4][CH:3]=1.C(=O)([O-])[O-].[K+].[K+].Br[CH2:19][C:20]([O:22][CH3:23])=[O:21]. Product: [CH3:23][O:22][C:20](=[O:21])[CH2:19][O:1][C:2]1[CH:3]=[CH:4][C:5]([CH2:8][CH2:9][CH2:10][OH:11])=[CH:6][CH:7]=1. The catalyst class is: 21. (4) The catalyst class is: 27. Reactant: [N+:1]([C:4]1[CH:9]=[CH:8][C:7]([CH:10]([CH3:14])[C:11]([OH:13])=O)=[CH:6][CH:5]=1)([O-:3])=[O:2].O=S(Cl)Cl.[CH3:19][O:20][C:21](=[O:31])[C:22]1[C:27]([Cl:28])=[CH:26][C:25]([Cl:29])=[CH:24][C:23]=1[NH2:30].C(OCC)(=O)C. Product: [CH3:19][O:20][C:21](=[O:31])[C:22]1[C:27]([Cl:28])=[CH:26][C:25]([Cl:29])=[CH:24][C:23]=1[NH:30][C:11](=[O:13])[CH:10]([C:7]1[CH:6]=[CH:5][C:4]([N+:1]([O-:3])=[O:2])=[CH:9][CH:8]=1)[CH3:14]. (5) Reactant: CS(O[CH:6]1[CH2:11][CH2:10][CH2:9][N:8]([C:12]2[CH:17]=[CH:16][C:15]([C:18]3[O:19][CH:20]=[CH:21][N:22]=3)=[CH:14][CH:13]=2)[CH2:7]1)(=O)=O.[NH2:23][C@@H:24]1[CH2:29][CH2:28][CH2:27][CH2:26][C@H:25]1[NH:30][C:31](=[O:37])[O:32][C:33]([CH3:36])([CH3:35])[CH3:34]. Product: [O:19]1[CH:20]=[CH:21][N:22]=[C:18]1[C:15]1[CH:16]=[CH:17][C:12]([N:8]2[CH2:9][CH2:10][CH2:11][CH:6]([NH:23][C@@H:24]3[CH2:29][CH2:28][CH2:27][CH2:26][C@H:25]3[NH:30][C:31](=[O:37])[O:32][C:33]([CH3:35])([CH3:34])[CH3:36])[CH2:7]2)=[CH:13][CH:14]=1.[O:19]1[CH:20]=[CH:21][N:22]=[C:18]1[C:15]1[CH:14]=[CH:13][C:12]([N:8]2[CH2:9][CH2:10][CH2:11][CH:6]2[CH2:7][NH:23][C@@H:24]2[CH2:29][CH2:28][CH2:27][CH2:26][C@H:25]2[NH:30][C:31](=[O:37])[O:32][C:33]([CH3:35])([CH3:34])[CH3:36])=[CH:17][CH:16]=1. The catalyst class is: 10. (6) Reactant: [NH2:1][C:2]1[CH:3]=[C:4]2[C:8](=[CH:9][C:10]=1[N+:11]([O-])=O)[N:7]([CH2:14][C:15]#[C:16][CH2:17][CH3:18])[C:6](=[O:19])[C:5]2([CH3:21])[CH3:20].[OH-].[Na+]. Product: [NH2:1][C:2]1[CH:3]=[C:4]2[C:8](=[CH:9][C:10]=1[NH2:11])[N:7]([CH2:14][C:15]#[C:16][CH2:17][CH3:18])[C:6](=[O:19])[C:5]2([CH3:20])[CH3:21]. The catalyst class is: 295. (7) Reactant: [NH2:1][C:2]1[N:7]=[C:6]([C:8]2[O:9][CH:10]=[CH:11][C:12]=2[CH3:13])[C:5]([C:14]#[N:15])=[C:4](SC)[N:3]=1.[CH2:18]([NH2:25])[C:19]1[CH:24]=[CH:23][CH:22]=[CH:21][CH:20]=1. Product: [NH2:1][C:2]1[N:3]=[C:4]([NH:25][CH2:18][C:19]2[CH:24]=[CH:23][CH:22]=[CH:21][CH:20]=2)[C:5]([C:14]#[N:15])=[C:6]([C:8]2[O:9][CH:10]=[CH:11][C:12]=2[CH3:13])[N:7]=1. The catalyst class is: 57.